Dataset: Full USPTO retrosynthesis dataset with 1.9M reactions from patents (1976-2016). Task: Predict the reactants needed to synthesize the given product. (1) Given the product [O-:1][N+:3]1[CH:8]=[CH:7][CH:6]=[C:5]([C:9]2[CH:18]=[CH:17][C:12]([C:13]([O:15][CH3:16])=[O:14])=[CH:11][CH:10]=2)[CH:4]=1, predict the reactants needed to synthesize it. The reactants are: [OH:1]O.[N:3]1[CH:8]=[CH:7][CH:6]=[C:5]([C:9]2[CH:18]=[CH:17][C:12]([C:13]([O:15][CH3:16])=[O:14])=[CH:11][CH:10]=2)[CH:4]=1. (2) The reactants are: C[O:2][C:3](=[O:24])[C@@H:4]([N:10]1[CH2:14][C:13]([O:15][C:16]2[CH:21]=[CH:20][CH:19]=[CH:18][C:17]=2[Cl:22])=[CH:12][C:11]1=[O:23])[CH2:5][C:6]([F:9])([F:8])[CH3:7].O1CCCC1.O.[OH-].[Li+]. Given the product [Cl:22][C:17]1[CH:18]=[CH:19][CH:20]=[CH:21][C:16]=1[O:15][C:13]1[CH2:14][N:10]([C@@H:4]([CH2:5][C:6]([F:9])([F:8])[CH3:7])[C:3]([OH:24])=[O:2])[C:11](=[O:23])[CH:12]=1, predict the reactants needed to synthesize it.